From a dataset of Full USPTO retrosynthesis dataset with 1.9M reactions from patents (1976-2016). Predict the reactants needed to synthesize the given product. Given the product [O:9]1[CH2:28][CH2:29][O:30][CH:8]1[C:7]1[CH:10]=[CH:11][C:4]([O:3][C:2]([F:26])([F:27])[F:1])=[C:5]([C:12]2[CH:13]=[C:14]3[C:19]([C:18]([CH3:23])([CH3:24])[CH2:17][CH2:16][C:15]3=[O:25])=[CH:20][C:21]=2[CH3:22])[CH:6]=1, predict the reactants needed to synthesize it. The reactants are: [F:1][C:2]([F:27])([F:26])[O:3][C:4]1[CH:11]=[CH:10][C:7]([CH:8]=[O:9])=[CH:6][C:5]=1[C:12]1[C:21]([CH3:22])=[CH:20][C:19]2[C:18]([CH3:24])([CH3:23])[CH2:17][CH2:16][C:15](=[O:25])[C:14]=2[CH:13]=1.[CH2:28](O)[CH2:29][OH:30].